From a dataset of Forward reaction prediction with 1.9M reactions from USPTO patents (1976-2016). Predict the product of the given reaction. Given the reactants [CH3:1][O:2][C:3]1[CH:8]=[CH:7][C:6]([Cl:9])=[CH:5][C:4]=1B(O)O.C(C1C=CC(B(O)O)=CC=1)(O)=O.Br[C:26]1[CH:27]=[C:28]([CH:32]=[CH:33][C:34]=1[F:35])[C:29]([OH:31])=[O:30], predict the reaction product. The product is: [Cl:9][C:6]1[CH:7]=[CH:8][C:3]([O:2][CH3:1])=[C:4]([C:26]2[C:34]([F:35])=[CH:33][CH:32]=[C:28]([C:29]([OH:31])=[O:30])[CH:27]=2)[CH:5]=1.